Dataset: Full USPTO retrosynthesis dataset with 1.9M reactions from patents (1976-2016). Task: Predict the reactants needed to synthesize the given product. (1) Given the product [Cl:1][C:2]1[N:3]=[N:4][CH:5]=[C:6]([N:13]2[CH2:14][CH2:15][N:10]([CH3:9])[CH2:11][CH2:12]2)[CH:7]=1, predict the reactants needed to synthesize it. The reactants are: [Cl:1][C:2]1[N:3]=[N:4][CH:5]=[C:6](Cl)[CH:7]=1.[CH3:9][N:10]1[CH2:15][CH2:14][NH:13][CH2:12][CH2:11]1. (2) Given the product [O:1]=[C:2]1[C:6]2([CH2:11][CH2:10][N:9]([CH2:33][CH2:34][CH2:35][N:36]3[C:44]4[C:39](=[CH:40][CH:41]=[CH:42][CH:43]=4)[C:38]4([CH2:46][CH2:45]4)[C:37]3=[O:47])[CH2:8][CH2:7]2)[N:5]([C:12]2[CH:13]=[CH:14][CH:15]=[CH:16][CH:17]=2)[CH2:4][N:3]1[CH2:18][C:19]1[CH:20]=[C:21]([CH:29]=[CH:30][CH:31]=1)[C:22]([O:24][C:25]([CH3:28])([CH3:26])[CH3:27])=[O:23], predict the reactants needed to synthesize it. The reactants are: [O:1]=[C:2]1[C:6]2([CH2:11][CH2:10][NH:9][CH2:8][CH2:7]2)[N:5]([C:12]2[CH:17]=[CH:16][CH:15]=[CH:14][CH:13]=2)[CH2:4][N:3]1[CH2:18][C:19]1[CH:20]=[C:21]([CH:29]=[CH:30][CH:31]=1)[C:22]([O:24][C:25]([CH3:28])([CH3:27])[CH3:26])=[O:23].Cl[CH2:33][CH2:34][CH2:35][N:36]1[C:44]2[C:39](=[CH:40][CH:41]=[CH:42][CH:43]=2)[C:38]2([CH2:46][CH2:45]2)[C:37]1=[O:47].[I-].[Na+].C(=O)([O-])[O-].[K+].[K+]. (3) Given the product [CH2:1]([O:8][C:9]1[N:14]=[C:13]([C:15]([OH:22])=[O:16])[CH:12]=[CH:11][C:10]=1[N+:17]([O-:19])=[O:18])[C:2]1[CH:3]=[CH:4][CH:5]=[CH:6][CH:7]=1, predict the reactants needed to synthesize it. The reactants are: [CH2:1]([O:8][C:9]1[N:14]=[C:13]([CH:15]=[O:16])[CH:12]=[CH:11][C:10]=1[N+:17]([O-:19])=[O:18])[C:2]1[CH:7]=[CH:6][CH:5]=[CH:4][CH:3]=1.S(=O)(=O)([OH:22])N.[O-]Cl=O.[Na+].CCOC(C)=O. (4) Given the product [CH3:1][O:2][C:3]1[CH:8]=[CH:7][N:6]=[C:5]([CH3:10])[CH:4]=1, predict the reactants needed to synthesize it. The reactants are: [CH3:1][O:2][C:3]1[CH:8]=[CH:7][N+:6]([O-])=[C:5]([CH3:10])[CH:4]=1. (5) Given the product [OH:17][CH:16]([C:15]1[C:14]([C:28]2[CH:33]=[CH:32][CH:31]=[C:30]([C:34]([F:35])([F:37])[F:36])[CH:29]=2)=[N:13][N:11]2[CH:12]=[C:7]([O:6][CH3:5])[CH:8]=[CH:9][C:10]=12)[C:18]1[N:23]=[C:22]([C:24]([O:26][CH3:27])=[O:25])[CH:21]=[CH:20][CH:19]=1, predict the reactants needed to synthesize it. The reactants are: CO.[BH4-].[Na+].[CH3:5][O:6][C:7]1[CH:8]=[CH:9][C:10]2[N:11]([N:13]=[C:14]([C:28]3[CH:33]=[CH:32][CH:31]=[C:30]([C:34]([F:37])([F:36])[F:35])[CH:29]=3)[C:15]=2[C:16]([C:18]2[N:23]=[C:22]([C:24]([O:26][CH3:27])=[O:25])[CH:21]=[CH:20][CH:19]=2)=[O:17])[CH:12]=1.[Cl-].[NH4+]. (6) Given the product [CH3:28][C:25]1[CH:24]=[CH:23][C:22]([CH2:21][O:20][C:18]([N:15]2[CH2:16][CH2:17][CH:12]([CH2:11][NH:10][C:2]3[N:7]=[C:6]([CH3:8])[C:5]([CH3:9])=[CH:4][N:3]=3)[CH2:13][CH2:14]2)=[O:19])=[CH:27][CH:26]=1, predict the reactants needed to synthesize it. The reactants are: Cl[C:2]1[N:7]=[C:6]([CH3:8])[C:5]([CH3:9])=[CH:4][N:3]=1.[NH2:10][CH2:11][CH:12]1[CH2:17][CH2:16][N:15]([C:18]([O:20][CH2:21][C:22]2[CH:27]=[CH:26][C:25]([CH3:28])=[CH:24][CH:23]=2)=[O:19])[CH2:14][CH2:13]1. (7) Given the product [CH3:7][C:2]([C:8]1[CH:13]=[CH:12][C:11]([N+:14]([O-:16])=[O:15])=[CH:10][CH:9]=1)([CH3:1])[CH2:3][OH:4], predict the reactants needed to synthesize it. The reactants are: [CH3:1][C:2]([C:8]1[CH:13]=[CH:12][C:11]([N+:14]([O-:16])=[O:15])=[CH:10][CH:9]=1)([CH3:7])[C:3](OC)=[O:4]. (8) Given the product [Cl:19][C:15]1[CH:14]=[C:13]([N:8]2[C:4]3[N:5]=[CH:6][N:7]=[C:2]([NH:21][NH2:22])[C:3]=3[C:10]([CH3:11])=[C:9]2[CH3:12])[CH:18]=[CH:17][CH:16]=1, predict the reactants needed to synthesize it. The reactants are: Cl[C:2]1[C:3]2[C:10]([CH3:11])=[C:9]([CH3:12])[N:8]([C:13]3[CH:18]=[CH:17][CH:16]=[C:15]([Cl:19])[CH:14]=3)[C:4]=2[N:5]=[CH:6][N:7]=1.O.[NH2:21][NH2:22]. (9) Given the product [C:7]1([CH:10]=[CH:11][C:12]2[CH:13]=[CH:14][CH:15]=[CH:16][CH:17]=2)[CH:8]=[CH:9][CH:4]=[CH:5][CH:6]=1, predict the reactants needed to synthesize it. The reactants are: CO[Si](OC)(OC)[C:4]1[CH:9]=[CH:8][C:7]([CH:10]=[CH:11][C:12]2[CH:17]=[CH:16][C:15]([Si](OC)(OC)OC)=[CH:14][CH:13]=2)=[CH:6][CH:5]=1.CO[Si](C1C=CC(C2C=CC([Si](OC)(OC)OC)=CC=2)=CC=1)(OC)OC. (10) Given the product [Cl:1][C:2]1[CH:3]=[CH:4][C:5]([C:6]([N:8]([CH:9]2[CH2:10][CH2:11]2)[C@H:12]2[CH2:13][CH2:14][C@H:15]([CH2:18][CH2:19][OH:20])[CH2:16][CH2:17]2)=[O:7])=[CH:23][CH:24]=1, predict the reactants needed to synthesize it. The reactants are: [Cl:1][C:2]1[CH:24]=[CH:23][C:5]([C:6]([N:8]([C@H:12]2[CH2:17][CH2:16][C@H:15]([CH2:18][C:19](OC)=[O:20])[CH2:14][CH2:13]2)[CH:9]2[CH2:11][CH2:10]2)=[O:7])=[CH:4][CH:3]=1.[BH4-].[Li+].CO.